This data is from Forward reaction prediction with 1.9M reactions from USPTO patents (1976-2016). The task is: Predict the product of the given reaction. (1) Given the reactants [NH:1]1[C:9]2[C:4](=[CH:5][CH:6]=[CH:7][CH:8]=2)[C:3]([CH2:10][CH2:11][C:12]([OH:14])=O)=[CH:2]1.C(N1C=CN=C1)(N1C=CN=C1)=O.[NH2:27][CH2:28][CH2:29][CH2:30][CH2:31][CH2:32][NH:33][C:34]1[C:35]2[C:40]([N:41]=[C:42]3[C:47]=1[CH2:46][CH2:45][CH2:44][CH2:43]3)=[CH:39][CH:38]=[CH:37][CH:36]=2, predict the reaction product. The product is: [NH:1]1[C:9]2[C:4](=[CH:5][CH:6]=[CH:7][CH:8]=2)[C:3]([CH2:10][CH2:11][C:12]([NH:27][CH2:28][CH2:29][CH2:30][CH2:31][CH2:32][NH:33][C:34]2[C:35]3[C:40]([N:41]=[C:42]4[C:47]=2[CH2:46][CH2:45][CH2:44][CH2:43]4)=[CH:39][CH:38]=[CH:37][CH:36]=3)=[O:14])=[CH:2]1. (2) Given the reactants CN(C(ON1N=NC2C=CC=NC1=2)=[N+](C)C)C.F[P-](F)(F)(F)(F)F.[Cl:25][C:26]1[N:31]=[N:30][C:29]([NH:32][NH2:33])=[CH:28][CH:27]=1.Cl.[CH3:35][O:36][C:37]1[CH:46]=[C:45]2[C:40]([C:41]([NH:47][CH2:48][C:49](O)=O)=[CH:42][CH:43]=[N:44]2)=[N:39][CH:38]=1.C(N(CC)CC)C.S(O)(C1C=CC(C)=CC=1)(=O)=O.[OH-].[Na+], predict the reaction product. The product is: [Cl:25][C:26]1[CH:27]=[CH:28][C:29]2[N:30]([C:49]([CH2:48][NH:47][C:41]3[C:40]4[C:45](=[CH:46][C:37]([O:36][CH3:35])=[CH:38][N:39]=4)[N:44]=[CH:43][CH:42]=3)=[N:33][N:32]=2)[N:31]=1. (3) Given the reactants [CH3:1][NH:2][C:3]1[N:7](C)[C:6](C2C=CN=CC=2)=[N:5][N:4]=1.[F:15][C:16]1[CH:17]=[C:18]([CH:22]=[C:23]([F:25])[CH:24]=1)[C:19](Cl)=O, predict the reaction product. The product is: [F:15][C:16]1[CH:17]=[C:18]([C:19]2[N:2]([CH3:1])[C:3]([NH:7][CH3:6])=[N:4][N:5]=2)[CH:22]=[C:23]([F:25])[CH:24]=1. (4) Given the reactants Cl[C:2]1[C:7]([C:8]([NH:10][CH3:11])=[O:9])=[CH:6][N:5]=[C:4]([CH3:12])[CH:3]=1.[CH2:13]([OH:15])[CH3:14].[O-]CC.[Na+], predict the reaction product. The product is: [CH2:13]([O:15][C:2]1[C:7]([C:8]([NH:10][CH3:11])=[O:9])=[CH:6][N:5]=[C:4]([CH3:12])[CH:3]=1)[CH3:14]. (5) Given the reactants [Cl:1][C:2]1[CH:3]=[CH:4][C:5]2[C:11](=[O:12])[NH:10][C:9]3[CH:13]=[C:14]([CH2:17][C:18](OC)=[O:19])[CH:15]=[CH:16][C:8]=3[NH:7][C:6]=2[CH:22]=1.[H-].[H-].[H-].[H-].[Li+].[Al+3], predict the reaction product. The product is: [Cl:1][C:2]1[CH2:3][CH2:4][C:5]2[C:11](=[O:12])[NH:10][C:9]3[CH:13]=[C:14]([CH2:17][CH2:18][OH:19])[CH:15]=[CH:16][C:8]=3[NH:7][C:6]=2[CH:22]=1. (6) Given the reactants [CH3:1][C:2]1[C:6]2[CH:7]=[C:8]([C:11]([F:14])([F:13])[F:12])[CH:9]=[CH:10][C:5]=2[S:4][C:3]=1[C:15](OC)=[O:16].[H-].C([Al+]CC(C)C)C(C)C, predict the reaction product. The product is: [CH3:1][C:2]1[C:6]2[CH:7]=[C:8]([C:11]([F:14])([F:12])[F:13])[CH:9]=[CH:10][C:5]=2[S:4][C:3]=1[CH2:15][OH:16].